Predict the reactants needed to synthesize the given product. From a dataset of Full USPTO retrosynthesis dataset with 1.9M reactions from patents (1976-2016). (1) Given the product [F:37][C:33]1[CH:34]=[CH:35][CH:36]=[C:31]([F:30])[C:32]=1[C:38]1[NH:39][C:40]2[C:45]([CH:46]=1)=[CH:44][C:43]([C:62]1[N:63]=[C:64]([C:69]3[CH:74]=[N:73][CH:72]=[CH:71][CH:2]=3)[S:65][C:66]=1[CH2:67][CH3:68])=[CH:42][CH:41]=2, predict the reactants needed to synthesize it. The reactants are: F[C:2]1C=CC=C(F)C=1C1NC2C(C=1)=CC(C1N=C(C3C=NC=CN=3)SC=1C)=CC=2.[F:30][C:31]1[CH:36]=[CH:35][CH:34]=[C:33]([F:37])[C:32]=1[C:38]1[NH:39][C:40]2[C:45]([CH:46]=1)=[CH:44][C:43](B1OC(C)(C)C(C)(C)O1)=[CH:42][CH:41]=2.FC(F)(F)S(O[C:62]1[N:63]=[C:64]([C:69]2[CH:74]=[N:73][CH:72]=[CH:71]N=2)[S:65][C:66]=1[CH2:67][CH3:68])(=O)=O. (2) Given the product [Cl:20][C:2]1[N:7]=[C:6]2[C:8]3[CH:9]=[CH:10][CH:11]=[CH:12][C:13]=3[C:14](=[O:15])[C:5]2=[N:4][C:3]=1[C:16]#[N:17], predict the reactants needed to synthesize it. The reactants are: O[C:2]1[N:7]=[C:6]2[C:8]3[CH:9]=[CH:10][CH:11]=[CH:12][C:13]=3[C:14](=[O:15])[C:5]2=[N:4][C:3]=1[C:16]#[N:17].O=P(Cl)(Cl)[Cl:20]. (3) Given the product [CH3:13][S:14]([C:17]1[CH:18]=[C:19]([C:2]2[C:10]3[C:5](=[N:6][C:7]([NH2:11])=[N:8][CH:9]=3)[N:4]([CH3:12])[N:3]=2)[CH:20]=[N:21][CH:22]=1)(=[O:16])=[O:15], predict the reactants needed to synthesize it. The reactants are: Br[C:2]1[C:10]2[C:5](=[N:6][C:7]([NH2:11])=[N:8][CH:9]=2)[N:4]([CH3:12])[N:3]=1.[CH3:13][S:14]([C:17]1[CH:18]=[C:19](B(O)O)[CH:20]=[N:21][CH:22]=1)(=[O:16])=[O:15].C([O-])([O-])=O.[Na+].[Na+].O. (4) Given the product [CH2:1]([C:3]1[N:13]([CH2:14][C:15]2[CH:22]=[CH:21][C:18]([CH2:19][NH:35][C:36]3[CH:41]=[CH:40][CH:39]=[CH:38][CH:37]=3)=[CH:17][CH:16]=2)[C:6]2=[N:7][C:8]([CH3:12])=[CH:9][C:10]([CH3:11])=[C:5]2[N:4]=1)[CH3:2], predict the reactants needed to synthesize it. The reactants are: [CH2:1]([C:3]1[N:13]([CH2:14][C:15]2[CH:22]=[CH:21][C:18]([CH2:19]O)=[CH:17][CH:16]=2)[C:6]2=[N:7][C:8]([CH3:12])=[CH:9][C:10]([CH3:11])=[C:5]2[N:4]=1)[CH3:2].C(N(CC)CC)C.CS(Cl)(=O)=O.[NH2:35][C:36]1[CH:41]=[CH:40][CH:39]=[CH:38][CH:37]=1. (5) The reactants are: [CH2:1]([O:3][C:4]([C:6]1[CH:7]2[N:30]([CH3:31])[CH:11]([CH2:12][C:13]=1[C:14]1[S:15][C:16]([CH2:20][CH2:21][O:22][Si](C(C)(C)C)(C)C)=[C:17]([CH3:19])[N:18]=1)[CH2:10][N:9]([C:32]([O:34][C:35]([CH3:38])([CH3:37])[CH3:36])=[O:33])[CH2:8]2)=[O:5])[CH3:2].C([O-])(O)=[O:40].[Na+].ClC(OC(Cl)=O)C.CCN(C(C)C)C(C)C.[CH3:60][C:61]([O:64]C(OC([O:64][C:61]([CH3:63])([CH3:62])[CH3:60])=O)=O)([CH3:63])[CH3:62]. Given the product [CH2:1]([O:3][C:4]([C:6]1[CH:7]2[N:30]([C:31]([O:64][C:61]([CH3:63])([CH3:62])[CH3:60])=[O:40])[CH:11]([CH2:12][C:13]=1[C:14]1[S:15][C:16]([CH2:20][CH2:21][OH:22])=[C:17]([CH3:19])[N:18]=1)[CH2:10][N:9]([C:32]([O:34][C:35]([CH3:38])([CH3:37])[CH3:36])=[O:33])[CH2:8]2)=[O:5])[CH3:2], predict the reactants needed to synthesize it.